Dataset: Catalyst prediction with 721,799 reactions and 888 catalyst types from USPTO. Task: Predict which catalyst facilitates the given reaction. (1) Reactant: [NH2:1][CH:2]1[CH2:11][C:10]2[C:9]([C:12]([NH2:14])=[O:13])=[CH:8][CH:7]=[C:6]([F:15])[C:5]=2[O:4][CH2:3]1.[Cl:16][C:17]1[CH:18]=[CH:19][CH:20]=[C:21]2[C:25]=1[NH:24][CH:23]=[C:22]2[CH2:26][CH2:27][CH:28]=O.C(O)(=O)C.C([BH3-])#N.[Na+]. Product: [Cl:16][C:17]1[CH:18]=[CH:19][CH:20]=[C:21]2[C:25]=1[NH:24][CH:23]=[C:22]2[CH2:26][CH2:27][CH2:28][NH:1][CH:2]1[CH2:11][C:10]2[C:9]([C:12]([NH2:14])=[O:13])=[CH:8][CH:7]=[C:6]([F:15])[C:5]=2[O:4][CH2:3]1. The catalyst class is: 5. (2) Reactant: [Br:1][C:2]1[CH:7]=[C:6]([F:8])[CH:5]=[CH:4][C:3]=1[CH:9]1[C:14]([C:15]([O:17][CH2:18][CH3:19])=[O:16])=[C:13]([CH2:20]Br)[NH:12][C:11]([C:22]2[S:23][CH:24]=[CH:25][N:26]=2)=[N:10]1.[CH3:27][C:28]1([CH3:37])[O:33][CH2:32][CH2:31][NH:30][C@@H:29]1[C:34]([OH:36])=[O:35].C(=O)([O-])[O-].[K+].[K+]. Product: [Br:1][C:2]1[CH:7]=[C:6]([F:8])[CH:5]=[CH:4][C:3]=1[CH:9]1[N:10]=[C:11]([C:22]2[S:23][CH:24]=[CH:25][N:26]=2)[NH:12][C:13]([CH2:20][N:30]2[CH2:31][CH2:32][O:33][C:28]([CH3:27])([CH3:37])[C@H:29]2[C:34]([OH:36])=[O:35])=[C:14]1[C:15]([O:17][CH2:18][CH3:19])=[O:16]. The catalyst class is: 8. (3) Reactant: [Cl:1][C:2]1[CH:3]=[C:4]([C:10]2([C:30]([F:33])([F:32])[F:31])[CH2:14][CH2:13][N:12]([C:15]3[N:20]=[C:19]([C:21]([F:24])([F:23])[F:22])[C:18]([C:25]([O:27]CC)=[O:26])=[CH:17][N:16]=3)[CH2:11]2)[CH:5]=[C:6]([Cl:9])[C:7]=1[Cl:8].[OH-].[Na+].Cl. The catalyst class is: 12. Product: [Cl:9][C:6]1[CH:5]=[C:4]([C:10]2([C:30]([F:33])([F:31])[F:32])[CH2:14][CH2:13][N:12]([C:15]3[N:20]=[C:19]([C:21]([F:24])([F:22])[F:23])[C:18]([C:25]([OH:27])=[O:26])=[CH:17][N:16]=3)[CH2:11]2)[CH:3]=[C:2]([Cl:1])[C:7]=1[Cl:8]. (4) Reactant: [Cl:1][C:2]1[C:7]([CH3:8])=[C:6](Cl)[N:5]=[CH:4][C:3]=1[CH2:10][NH:11][C:12]1[C:17]([F:18])=[C:16]([O:19][CH3:20])[CH:15]=[C:14]([O:21][CH3:22])[C:13]=1[F:23].[C:24]1([CH2:30][NH2:31])[CH:29]=[CH:28][CH:27]=[CH:26][CH:25]=1.C1C=CC(P(C2C=CC3C(=CC=CC=3)C=2C2C3C(=CC=CC=3)C=CC=2P(C2C=CC=CC=2)C2C=CC=CC=2)C2C=CC=CC=2)=CC=1.[C:78](=O)([O-])[O-:79].[Cs+].[Cs+]. Product: [Cl:1][C:2]1[C:3]([CH2:10][NH:11][C:12]2[C:17]([F:18])=[C:16]([O:19][CH3:20])[CH:15]=[C:14]([O:21][CH3:22])[C:13]=2[F:23])=[CH:4][N:5]=[C:6]([NH:31][CH2:30][C:24]2[CH:29]=[CH:28][C:27]([O:79][CH3:78])=[CH:26][CH:25]=2)[C:7]=1[CH3:8]. The catalyst class is: 160. (5) Reactant: [OH:1][CH2:2][CH2:3][CH2:4][CH2:5][CH2:6][CH2:7][CH2:8][CH2:9][CH2:10][C:11]([OH:13])=[O:12].[CH2:14](Br)[CH3:15].C(=O)([O-])[O-].[Li+].[Li+]. Product: [CH2:14]([O:12][C:11](=[O:13])[CH2:10][CH2:9][CH2:8][CH2:7][CH2:6][CH2:5][CH2:4][CH2:3][CH2:2][OH:1])[CH3:15]. The catalyst class is: 3. (6) Reactant: [Cl:1][C:2]1[S:6][C:5]([C:7]2[O:11][N:10]=[CH:9][C:8]=2[CH2:12]O)=[CH:4][CH:3]=1.O1CCCC1.S(Cl)([Cl:21])=O. Product: [Cl:21][CH2:12][C:8]1[CH:9]=[N:10][O:11][C:7]=1[C:5]1[S:6][C:2]([Cl:1])=[CH:3][CH:4]=1. The catalyst class is: 11.